This data is from Reaction yield outcomes from USPTO patents with 853,638 reactions. The task is: Predict the reaction yield, written as a fraction of the theoretical maximum amount of product (1.0 means a 100% yield; for example, 0.34 means a 34% yield). (1) The reactants are [CH3:1][C@H:2]([C:15]([OH:17])=[O:16])[C:3]1[CH:4]=[CH:5][C:6]2[CH:7]=[C:8]([O:13]C)[CH:9]=[CH:10][C:11]=2[CH:12]=1. The catalyst is Br. The product is [OH:13][C:8]1[CH:7]=[C:6]2[C:11](=[CH:10][CH:9]=1)[CH:12]=[C:3]([CH:2]([CH3:1])[C:15]([OH:17])=[O:16])[CH:4]=[CH:5]2. The yield is 0.810. (2) The reactants are Br[C:2]1[CH:3]=[CH:4][CH:5]=[C:6]2[C:11]=1[N:10]=[C:9]([CH3:12])[CH:8]=[CH:7]2.[C:13]([O:18][CH2:19][CH3:20])(=[O:17])/[CH:14]=[CH:15]/[CH3:16].C1(N(C)C2CCCCC2)CCCCC1.O. The catalyst is O1CCOCC1.CC(C)([P](C(C)(C)C)([Pd][P](C(C)(C)C)(C(C)(C)C)C(C)(C)C)C(C)(C)C)C.C(OCC)(=O)C. The product is [CH3:12][C:9]1[CH:8]=[CH:7][C:6]2[C:11](=[C:2](/[C:15](/[CH3:16])=[CH:14]\[C:13]([O:18][CH2:19][CH3:20])=[O:17])[CH:3]=[CH:4][CH:5]=2)[N:10]=1. The yield is 0.352. (3) The reactants are [CH2:1]([O:8][C:9]1[CH:10]=[CH:11][C:12]([C:15](=O)[CH2:16][C:17](=O)[C:18]([O:20][CH2:21][CH3:22])=[O:19])=[N:13][CH:14]=1)[C:2]1[CH:7]=[CH:6][CH:5]=[CH:4][CH:3]=1.[NH:25]([C:27]1[CH:32]=[CH:31][CH:30]=[CH:29][N:28]=1)[NH2:26]. No catalyst specified. The product is [CH2:1]([O:8][C:9]1[CH:10]=[CH:11][C:12]([C:15]2[N:25]([C:27]3[CH:32]=[CH:31][CH:30]=[CH:29][N:28]=3)[N:26]=[C:17]([C:18]([O:20][CH2:21][CH3:22])=[O:19])[CH:16]=2)=[N:13][CH:14]=1)[C:2]1[CH:7]=[CH:6][CH:5]=[CH:4][CH:3]=1. The yield is 0.680. (4) The reactants are [H-].[Na+].[C:3]1([C@H:9]2[C@H:18]3[CH2:19][CH2:20][N:21]([C:22]([O:24][CH2:25][C:26]4[CH:31]=[CH:30][CH:29]=[CH:28][CH:27]=4)=[O:23])[C@H:17]3[C:16]3[CH:15]=[CH:14][CH:13]=[CH:12][C:11]=3[NH:10]2)[CH:8]=[CH:7][CH:6]=[CH:5][CH:4]=1.[CH3:32]I.O. The catalyst is CN(C=O)C. The product is [CH3:32][N:10]1[C:11]2[CH:12]=[CH:13][CH:14]=[CH:15][C:16]=2[C@@H:17]2[N:21]([C:22]([O:24][CH2:25][C:26]3[CH:31]=[CH:30][CH:29]=[CH:28][CH:27]=3)=[O:23])[CH2:20][CH2:19][C@@H:18]2[C@@H:9]1[C:3]1[CH:4]=[CH:5][CH:6]=[CH:7][CH:8]=1. The yield is 0.330. (5) The reactants are [Br:1][C:2]1[CH:3]=[C:4]2[C:8](=[CH:9][CH:10]=1)[N:7]([CH:11]([CH2:15][CH:16]1[CH2:20][CH2:19][CH2:18][CH2:17]1)[C:12](O)=[O:13])[C:6](=[O:21])[C:5]2=[O:22].[S:23]1[CH:27]=[CH:26][N:25]=[C:24]1[NH2:28].C(N(CC)C(C)C)(C)C.F[P-](F)(F)(F)(F)F.N1(O[P+](N(C)C)(N(C)C)N(C)C)C2C=CC=CC=2N=N1. The catalyst is CN(C)C=O.C(OCC)(=O)C. The product is [Br:1][C:2]1[CH:3]=[C:4]2[C:8](=[CH:9][CH:10]=1)[N:7]([CH:11]([CH2:15][CH:16]1[CH2:20][CH2:19][CH2:18][CH2:17]1)[C:12]([NH:28][C:24]1[S:23][CH:27]=[CH:26][N:25]=1)=[O:13])[C:6](=[O:21])[C:5]2=[O:22]. The yield is 0.370. (6) The reactants are Cl[C:2]1[N:9]=[C:8]([CH3:10])[CH:7]=[C:6]([CH3:11])[C:3]=1[C:4]#[N:5].[Cl-].C[Zn+].[CH2:15](N(CC(O)=O)CC(O)=O)CN(CC(O)=O)CC(O)=O.C(=O)([O-])[O-].[K+].[K+]. The catalyst is C1COCC1.C1C=CC([P]([Pd]([P](C2C=CC=CC=2)(C2C=CC=CC=2)C2C=CC=CC=2)([P](C2C=CC=CC=2)(C2C=CC=CC=2)C2C=CC=CC=2)[P](C2C=CC=CC=2)(C2C=CC=CC=2)C2C=CC=CC=2)(C2C=CC=CC=2)C2C=CC=CC=2)=CC=1. The product is [CH3:15][C:2]1[N:9]=[C:8]([CH3:10])[CH:7]=[C:6]([CH3:11])[C:3]=1[C:4]#[N:5]. The yield is 0.870. (7) The reactants are [CH:1]([CH:3]1[S:7][C:6]([C:8]2[NH:9][C:10]3[C:15]([CH:16]=2)=[CH:14][CH:13]=[CH:12][C:11]=3[N:17]([CH3:26])[S:18]([C:21]2[S:22][CH:23]=[CH:24][CH:25]=2)(=[O:20])=[O:19])=[N:5][CH2:4]1)=O.Cl.[NH:28]1[CH2:33][CH2:32][S:31](=[O:34])[CH2:30][CH2:29]1.C(O[BH-](OC(=O)C)OC(=O)C)(=O)C.[Na+].C(=O)([O-])O.[Na+]. The catalyst is O1CCCC1.C(N(CC)CC)C. The product is [CH3:26][N:17]([C:11]1[CH:12]=[CH:13][CH:14]=[C:15]2[C:10]=1[NH:9][C:8]([C:6]1[S:7][CH:3]([CH2:1][N:28]3[CH2:33][CH2:32][S:31](=[O:34])[CH2:30][CH2:29]3)[CH2:4][N:5]=1)=[CH:16]2)[S:18]([C:21]1[S:22][CH:23]=[CH:24][CH:25]=1)(=[O:19])=[O:20]. The yield is 0.350. (8) The reactants are [CH3:1][O:2][C:3]1[CH:8]=[CH:7][C:6]([C:9]2([C:12]([OH:14])=[O:13])[CH2:11][CH2:10]2)=[CH:5][CH:4]=1.O.[C:16]1(C)C=CC(S(O)(=O)=O)=CC=1. The catalyst is CO. The product is [CH3:16][O:13][C:12]([C:9]1([C:6]2[CH:5]=[CH:4][C:3]([O:2][CH3:1])=[CH:8][CH:7]=2)[CH2:10][CH2:11]1)=[O:14]. The yield is 0.990. (9) The reactants are CS(O[CH2:6][CH:7]1[CH2:9][CH:8]1[C:10]([O:12][CH2:13][CH3:14])=[O:11])(=O)=O.[Br:15][C:16]1[CH:17]=[N:18][NH:19][CH:20]=1.[H-].[Na+]. The catalyst is CN(C=O)C. The product is [Br:15][C:16]1[CH:17]=[N:18][N:19]([CH2:6][CH:7]2[CH2:9][CH:8]2[C:10]([O:12][CH2:13][CH3:14])=[O:11])[CH:20]=1. The yield is 0.740. (10) The reactants are O.[OH-].[Li+].C[O:5][C:6](=[O:37])[CH2:7][C:8]1[C:17]([CH3:18])=[C:16]([C:19]2[CH:24]=[CH:23][C:22]([S:25](=[O:35])(=[O:34])[NH:26][C:27]3[CH:32]=[CH:31][C:30]([CH3:33])=[CH:29][CH:28]=3)=[CH:21][CH:20]=2)[C:15]2[C:10](=[CH:11][CH:12]=[C:13]([Cl:36])[CH:14]=2)[CH:9]=1.C1COCC1.O. The catalyst is CCCCCC. The product is [Cl:36][C:13]1[CH:14]=[C:15]2[C:10](=[CH:11][CH:12]=1)[CH:9]=[C:8]([CH2:7][C:6]([OH:37])=[O:5])[C:17]([CH3:18])=[C:16]2[C:19]1[CH:20]=[CH:21][C:22]([S:25](=[O:34])(=[O:35])[NH:26][C:27]2[CH:32]=[CH:31][C:30]([CH3:33])=[CH:29][CH:28]=2)=[CH:23][CH:24]=1. The yield is 0.880.